The task is: Predict which catalyst facilitates the given reaction.. This data is from Catalyst prediction with 721,799 reactions and 888 catalyst types from USPTO. Reactant: [CH3:1][Mg]Br.[O:4]=[C:5]1[CH2:8][N:7]([C:9]([O:11][C:12]([CH3:15])([CH3:14])[CH3:13])=[O:10])[CH2:6]1. Product: [OH:4][C:5]1([CH3:1])[CH2:8][N:7]([C:9]([O:11][C:12]([CH3:15])([CH3:14])[CH3:13])=[O:10])[CH2:6]1. The catalyst class is: 1.